This data is from NCI-60 drug combinations with 297,098 pairs across 59 cell lines. The task is: Regression. Given two drug SMILES strings and cell line genomic features, predict the synergy score measuring deviation from expected non-interaction effect. (1) Drug 1: C1CC(=O)NC(=O)C1N2CC3=C(C2=O)C=CC=C3N. Drug 2: C1CN(P(=O)(OC1)NCCCl)CCCl. Cell line: OVCAR-4. Synergy scores: CSS=-1.17, Synergy_ZIP=-0.602, Synergy_Bliss=-2.28, Synergy_Loewe=-2.40, Synergy_HSA=-2.51. (2) Synergy scores: CSS=44.1, Synergy_ZIP=-8.19, Synergy_Bliss=-11.2, Synergy_Loewe=-6.77, Synergy_HSA=-4.73. Cell line: CCRF-CEM. Drug 2: CC1C(C(CC(O1)OC2CC(CC3=C2C(=C4C(=C3O)C(=O)C5=C(C4=O)C(=CC=C5)OC)O)(C(=O)CO)O)N)O.Cl. Drug 1: C1CN(CCN1C(=O)CCBr)C(=O)CCBr. (3) Drug 1: C1C(C(OC1N2C=C(C(=O)NC2=O)F)CO)O. Drug 2: C1CCC(C(C1)N)N.C(=O)(C(=O)[O-])[O-].[Pt+4]. Cell line: HCC-2998. Synergy scores: CSS=48.3, Synergy_ZIP=-8.59, Synergy_Bliss=-10.6, Synergy_Loewe=-3.97, Synergy_HSA=-3.58. (4) Synergy scores: CSS=46.2, Synergy_ZIP=-12.7, Synergy_Bliss=-1.81, Synergy_Loewe=0.736, Synergy_HSA=3.39. Drug 2: C1CN(CCN1C(=O)CCBr)C(=O)CCBr. Cell line: IGROV1. Drug 1: CC1C(C(CC(O1)OC2CC(CC3=C2C(=C4C(=C3O)C(=O)C5=C(C4=O)C(=CC=C5)OC)O)(C(=O)C)O)N)O.Cl.